Dataset: Reaction yield outcomes from USPTO patents with 853,638 reactions. Task: Predict the reaction yield, written as a fraction of the theoretical maximum amount of product (1.0 means a 100% yield; for example, 0.34 means a 34% yield). (1) The reactants are [NH2:1][C@@H:2]([C:6]1[CH:11]=[CH:10][C:9]([F:12])=[CH:8][CH:7]=1)[C:3](O)=O.C[O:14][C:15](=O)[C@H:16]([CH2:18][CH:19]([CH3:21])[CH3:20])[NH2:17].C([C@@H]1NC[C@H](CC(C)C)NC1=O)C(C)C. No catalyst specified. The product is [F:12][C:9]1[CH:10]=[CH:11][C:6]([C@@H:2]2[NH:1][C:15](=[O:14])[C@H:16]([CH2:18][CH:19]([CH3:21])[CH3:20])[NH:17][CH2:3]2)=[CH:7][CH:8]=1. The yield is 0.0280. (2) The reactants are [CH3:1][C:2]1[C:11]([CH:12]2[CH2:16][CH2:15][CH2:14][NH:13]2)=[CH:10][CH:9]=[CH:8][C:3]=1[C:4]([O:6][CH3:7])=[O:5].[Cl:17][C:18]1[C:19]([O:31][CH2:32][O:33][CH3:34])=[CH:20][C:21]([O:27][CH2:28][O:29][CH3:30])=[C:22]([CH:26]=1)[C:23](O)=[O:24].CN1CCOCC1.Cl.CN(C)CCCN=C=NCC.ON1C2C=CC=CC=2N=N1. The catalyst is CN(C=O)C.CCOC(C)=O.O. The product is [Cl:17][C:18]1[C:19]([O:31][CH2:32][O:33][CH3:34])=[CH:20][C:21]([O:27][CH2:28][O:29][CH3:30])=[C:22]([CH:26]=1)[C:23]([N:13]1[CH2:14][CH2:15][CH2:16][CH:12]1[C:11]1[C:2]([CH3:1])=[C:3]([CH:8]=[CH:9][CH:10]=1)[C:4]([O:6][CH3:7])=[O:5])=[O:24]. The yield is 1.00. (3) The product is [CH3:25][N:3]([CH3:2])[CH2:4][CH2:5][CH2:6][C:7]1([C:18]2[CH:19]=[CH:20][C:21]([F:24])=[CH:22][CH:23]=2)[C:11]2[CH:12]=[CH:13][C:14]([C:16]([N:26]3[CH2:30][CH2:29][CH2:28][CH2:27]3)=[NH:17])=[CH:15][C:10]=2[CH2:9][O:8]1. The yield is 0.400. The reactants are Br.[CH3:2][N:3]([CH3:25])[CH2:4][CH2:5][CH2:6][C:7]1([C:18]2[CH:23]=[CH:22][C:21]([F:24])=[CH:20][CH:19]=2)[C:11]2[CH:12]=[CH:13][C:14]([C:16]#[N:17])=[CH:15][C:10]=2[CH2:9][O:8]1.[NH:26]1[CH2:30][CH2:29][CH2:28][CH2:27]1. No catalyst specified. (4) The reactants are Br[C:2]1[CH:3]=[C:4]([C:8]2[CH:17]=[N:16][C:15]3[C:10](=[C:11]4[CH:25]=[CH:24][CH:23]=[CH:22][C:12]4=[C:13]4[CH:21]=[CH:20][CH:19]=[CH:18][C:14]4=3)[N:9]=2)[CH:5]=[CH:6][CH:7]=1.[B:35]1([B:35]2[O:39][C:38]([CH3:41])([CH3:40])[C:37]([CH3:43])([CH3:42])[O:36]2)[O:39][C:38]([CH3:41])([CH3:40])[C:37]([CH3:43])([CH3:42])[O:36]1.C([O-])(=O)C.[K+].O1CCOCC1. The product is [CH3:41][C:38]1([CH3:40])[C:37]([CH3:42])([CH3:43])[O:36][B:35]([C:2]2[CH:7]=[CH:6][CH:5]=[C:4]([C:8]3[CH:17]=[N:16][C:15]4[C:10](=[C:11]5[CH:25]=[CH:24][CH:23]=[CH:22][C:12]5=[C:13]5[CH:21]=[CH:20][CH:19]=[CH:18][C:14]5=4)[N:9]=3)[CH:3]=2)[O:39]1. The catalyst is C1(C)C=CC=CC=1.O. The yield is 0.870. (5) The reactants are CN1CCCC1=O.Cl[C:9]1[CH:10]=[C:11]([C:16]2[CH:20]=[C:19]([CH2:21][C:22]3[CH:27]=[CH:26][C:25]([O:28][CH2:29][C:30]4[CH:35]=[CH:34][CH:33]=[CH:32][N:31]=4)=[CH:24][CH:23]=3)[O:18][N:17]=2)[C:12]([NH2:15])=[N:13][CH:14]=1.C(O)=O.C(N(CC)C(C)C)(C)C. The catalyst is C1C=CC([P]([Pd]([P](C2C=CC=CC=2)(C2C=CC=CC=2)C2C=CC=CC=2)([P](C2C=CC=CC=2)(C2C=CC=CC=2)C2C=CC=CC=2)[P](C2C=CC=CC=2)(C2C=CC=CC=2)C2C=CC=CC=2)(C2C=CC=CC=2)C2C=CC=CC=2)=CC=1.O. The product is [N:31]1[CH:32]=[CH:33][CH:34]=[CH:35][C:30]=1[CH2:29][O:28][C:25]1[CH:26]=[CH:27][C:22]([CH2:21][C:19]2[O:18][N:17]=[C:16]([C:11]3[C:12]([NH2:15])=[N:13][CH:14]=[CH:9][CH:10]=3)[CH:20]=2)=[CH:23][CH:24]=1. The yield is 0.0650. (6) The catalyst is C(#N)C. The product is [CH:14]([C:8]1[CH:9]=[CH:10][C:11]([CH3:13])=[CH:12][C:7]=1[N:6]1[C:5](=[O:17])[CH2:4][S:3]/[C:2]/1=[N:1]\[C:25](=[O:26])[O:27][C:28]1[CH:29]=[CH:30][C:31]([N+:34]([O-:36])=[O:35])=[CH:32][CH:33]=1)([CH3:15])[CH3:16]. The reactants are [NH:1]=[C:2]1[N:6]([C:7]2[CH:12]=[C:11]([CH3:13])[CH:10]=[CH:9][C:8]=2[CH:14]([CH3:16])[CH3:15])[C:5](=[O:17])[CH2:4][S:3]1.C(=O)([O-])[O-].[Cs+].[Cs+].Cl[C:25]([O:27][C:28]1[CH:33]=[CH:32][C:31]([N+:34]([O-:36])=[O:35])=[CH:30][CH:29]=1)=[O:26]. The yield is 1.14. (7) The reactants are [CH:1]1[C:6]2=[CH:7][CH:8]=[C:9]3[C:14]([O:13][CH2:12][C:11]4[CH:15]=[C:16]([OH:19])[CH:17]=[CH:18][C:10]3=4)=[C:5]2[CH:4]=[CH:3][C:2]=1[OH:20].N1C=CC=CC=1.[S:27](O[S:27]([C:30]([F:33])([F:32])[F:31])(=[O:29])=[O:28])([C:30]([F:33])([F:32])[F:31])(=[O:29])=[O:28].[OH2:42]. The catalyst is C(Cl)Cl. The product is [F:31][C:30]([F:33])([F:32])[S:27]([O:19][C:16]1[CH:17]=[CH:18][C:10]2[C:9]3[C:14](=[C:5]4[CH:4]=[CH:3][C:2]([O:20][S:27]([C:30]([F:31])([F:32])[F:33])(=[O:28])=[O:29])=[CH:1][C:6]4=[CH:7][CH:8]=3)[O:13][CH2:12][C:11]=2[CH:15]=1)(=[O:28])=[O:42]. The yield is 0.590.